Dataset: Catalyst prediction with 721,799 reactions and 888 catalyst types from USPTO. Task: Predict which catalyst facilitates the given reaction. (1) Reactant: [C:1]([O:5][C:6]([N:8]1[CH2:13][CH2:12][O:11][CH:10]([C:14]2[CH:19]=[CH:18][C:17]([NH2:20])=[C:16]([F:21])[CH:15]=2)[CH2:9]1)=[O:7])([CH3:4])([CH3:3])[CH3:2].Cl[C:23]1[N:28]=[CH:27][C:26]([Cl:29])=[CH:25][N:24]=1.C(=O)([O-])[O-].[Cs+].[Cs+]. Product: [Cl:29][C:26]1[CH:25]=[N:24][C:23]([NH:20][C:17]2[CH:18]=[CH:19][C:14]([CH:10]3[O:11][CH2:12][CH2:13][N:8]([C:6]([O:5][C:1]([CH3:4])([CH3:2])[CH3:3])=[O:7])[CH2:9]3)=[CH:15][C:16]=2[F:21])=[N:28][CH:27]=1. The catalyst class is: 12. (2) Reactant: [C:1]([CH:3]1[CH2:6][C:5]2([CH2:11][CH2:10][N:9]([C:12]([O:14][C:15]([CH3:18])([CH3:17])[CH3:16])=[O:13])[CH2:8][CH2:7]2)[CH2:4]1)#[N:2].Cl.[NH2:20][OH:21].C(N(CC)CC)C. Product: [NH2:2][C:1](=[N:20][OH:21])[CH:3]1[CH2:4][C:5]2([CH2:7][CH2:8][N:9]([C:12]([O:14][C:15]([CH3:18])([CH3:17])[CH3:16])=[O:13])[CH2:10][CH2:11]2)[CH2:6]1. The catalyst class is: 8. (3) Reactant: [N:1]1[CH:6]=[CH:5][C:4]([C:7]2[S:8][CH:9]=[C:10]([CH2:12][C:13]([NH2:15])=[O:14])[N:11]=2)=[CH:3][CH:2]=1.CN(C)[CH:18]=[CH:19][C:20](=O)[CH2:21][O:22][CH3:23].[H-].[Na+].Cl. Product: [CH3:23][O:22][CH2:21][C:20]1[NH:15][C:13](=[O:14])[C:12]([C:10]2[N:11]=[C:7]([C:4]3[CH:5]=[CH:6][N:1]=[CH:2][CH:3]=3)[S:8][CH:9]=2)=[CH:18][CH:19]=1. The catalyst class is: 18. (4) Reactant: [Cl:1][C:2]1[CH:3]=[C:4]2[C:8](=[CH:9][CH:10]=1)[NH:7][CH:6]=[C:5]2[CH2:11][CH2:12][NH:13][C:14](=[O:22])[C:15]1[CH:20]=[CH:19][CH:18]=[C:17](I)[CH:16]=1.[CH3:23][O:24][C:25]1[CH:26]=[C:27](B(O)O)[CH:28]=[CH:29][CH:30]=1.C(=O)([O-])[O-].[Na+].[Na+]. Product: [Cl:1][C:2]1[CH:3]=[C:4]2[C:8](=[CH:9][CH:10]=1)[NH:7][CH:6]=[C:5]2[CH2:11][CH2:12][NH:13][C:14]([C:15]1[CH:16]=[C:17]([C:29]2[CH:28]=[CH:27][CH:26]=[C:25]([O:24][CH3:23])[CH:30]=2)[CH:18]=[CH:19][CH:20]=1)=[O:22]. The catalyst class is: 437. (5) Reactant: [CH2:1]([O:3][C:4]([CH:6]1[CH2:10][CH2:9][NH:8][CH2:7]1)=[O:5])[CH3:2].[C:11](O[C:11]([O:13][C:14]([CH3:17])([CH3:16])[CH3:15])=[O:12])([O:13][C:14]([CH3:17])([CH3:16])[CH3:15])=[O:12]. Product: [CH2:1]([O:3][C:4]([CH:6]1[CH2:10][CH2:9][N:8]([C:11]([O:13][C:14]([CH3:17])([CH3:16])[CH3:15])=[O:12])[CH2:7]1)=[O:5])[CH3:2]. The catalyst class is: 2. (6) Reactant: [F:1][C:2]1[CH:7]=[CH:6][C:5]([F:8])=[CH:4][C:3]=1[C@@H:9]1[C@@H:14]([NH:15]C(=O)OC(C)(C)C)[CH2:13][C@@H:12]([N:23]2[CH2:30][C:29]3[CH2:28][NH:27][N:26]([S:31]([CH:34]4[CH2:38][CH2:37][CH2:36][CH2:35]4)(=[O:33])=[O:32])[C:25]=3[CH2:24]2)[CH2:11][O:10]1.FC(F)(F)C(O)=O. Product: [F:1][C:2]1[CH:7]=[CH:6][C:5]([F:8])=[CH:4][C:3]=1[C@@H:9]1[C@@H:14]([NH2:15])[CH2:13][C@@H:12]([N:23]2[CH2:30][C:29]3[CH2:28][NH:27][N:26]([S:31]([CH:34]4[CH2:38][CH2:37][CH2:36][CH2:35]4)(=[O:32])=[O:33])[C:25]=3[CH2:24]2)[CH2:11][O:10]1. The catalyst class is: 4.